From a dataset of Full USPTO retrosynthesis dataset with 1.9M reactions from patents (1976-2016). Predict the reactants needed to synthesize the given product. Given the product [NH:30]1[CH:34]=[CH:33][N:32]=[C:31]1[CH2:35][N:22]1[CH2:23][CH2:24][CH2:25][C@H:20]([CH2:19][N:18]2[C:17]3[CH:26]=[CH:27][CH:28]=[CH:29][C:16]=3[N:15]=[C:14]2[CH2:13][N:2]([CH3:1])[C@@H:3]2[C:12]3[N:11]=[CH:10][CH:9]=[CH:8][C:7]=3[CH2:6][CH2:5][CH2:4]2)[CH2:21]1, predict the reactants needed to synthesize it. The reactants are: [CH3:1][N:2]([CH2:13][C:14]1[N:18]([CH2:19][C@H:20]2[CH2:25][CH2:24][CH2:23][NH:22][CH2:21]2)[C:17]2[CH:26]=[CH:27][CH:28]=[CH:29][C:16]=2[N:15]=1)[C@@H:3]1[C:12]2[N:11]=[CH:10][CH:9]=[CH:8][C:7]=2[CH2:6][CH2:5][CH2:4]1.[NH:30]1[CH:34]=[CH:33][N:32]=[C:31]1[CH:35]=O.C(OC)(OC)OC.[BH4-].[Na+].